This data is from Full USPTO retrosynthesis dataset with 1.9M reactions from patents (1976-2016). The task is: Predict the reactants needed to synthesize the given product. (1) Given the product [NH2:30][C@@H:28]([CH3:29])[CH2:27][NH:26][C:22]1[N:21]=[C:20]([C:19]2[NH:18][C:17]([CH:46]3[CH2:48][CH2:47]3)=[N:16][C:15]=2[C:3]2[C:2]([Cl:1])=[C:7]([NH:8][S:9]([CH2:12][CH2:13][CH3:14])(=[O:11])=[O:10])[CH:6]=[CH:5][CH:4]=2)[CH:25]=[CH:24][N:23]=1, predict the reactants needed to synthesize it. The reactants are: [Cl:1][C:2]1[C:7]([NH:8][S:9]([CH2:12][CH2:13][CH3:14])(=[O:11])=[O:10])=[CH:6][CH:5]=[CH:4][C:3]=1[C:15]1[N:16]=[C:17]([CH:46]2[CH2:48][CH2:47]2)[N:18](COCC[Si](C)(C)C)[C:19]=1[C:20]1[CH:25]=[CH:24][N:23]=[C:22]([NH:26][CH2:27][C@@H:28]([NH:30]C(=O)OC(C)(C)C)[CH3:29])[N:21]=1.Cl. (2) Given the product [CH2:1]([O:8][C:9]1[CH:38]=[CH:37][C:12]([O:13][C:14]2[CH:22]=[CH:21][C:17]([C:18]([NH:47][C:44]3[CH:45]=[CH:46][C:41]([O:40][CH3:39])=[CH:42][CH:43]=3)=[O:19])=[CH:16][C:15]=2[NH:23][C:24]2[C:25]3[CH:33]=[CH:32][C:31]([CH:34]([CH3:36])[CH3:35])=[N:30][C:26]=3[N:27]=[CH:28][N:29]=2)=[CH:11][CH:10]=1)[C:2]1[CH:7]=[CH:6][CH:5]=[CH:4][CH:3]=1, predict the reactants needed to synthesize it. The reactants are: [CH2:1]([O:8][C:9]1[CH:38]=[CH:37][C:12]([O:13][C:14]2[CH:22]=[CH:21][C:17]([C:18](Cl)=[O:19])=[CH:16][C:15]=2[NH:23][C:24]2[C:25]3[CH:33]=[CH:32][C:31]([CH:34]([CH3:36])[CH3:35])=[N:30][C:26]=3[N:27]=[CH:28][N:29]=2)=[CH:11][CH:10]=1)[C:2]1[CH:7]=[CH:6][CH:5]=[CH:4][CH:3]=1.[CH3:39][O:40][C:41]1[CH:46]=[CH:45][C:44]([NH2:47])=[CH:43][CH:42]=1. (3) Given the product [C:29]([C:19]1[S:18][C:17]([N:14]2[C:13]3[CH:32]=[C:9]([CH2:8][N:5]4[CH2:4][CH2:3][CH:2]([NH:1][C:63]([CH:64]5[CH2:62][CH2:61][N:58]([CH3:56])[CH2:59][CH2:60]5)=[O:67])[CH2:7][CH2:6]4)[CH:10]=[CH:11][C:12]=3[N:16]=[CH:15]2)=[N:21][C:20]=1[C:22]1[CH:27]=[CH:26][CH:25]=[C:24]([Cl:28])[CH:23]=1)(=[O:30])[NH2:31], predict the reactants needed to synthesize it. The reactants are: [NH2:1][CH:2]1[CH2:7][CH2:6][N:5]([CH2:8][C:9]2[CH:10]=[CH:11][C:12]3[N:16]=[CH:15][N:14]([C:17]4[S:18][C:19]([C:29]([NH2:31])=[O:30])=[C:20]([C:22]5[CH:27]=[CH:26][CH:25]=[C:24]([Cl:28])[CH:23]=5)[N:21]=4)[C:13]=3[CH:32]=2)[CH2:4][CH2:3]1.CN(C(N(C)C)=[N+]1C2C(=NC=CC=2)N=N1)C.F[P-](F)(F)(F)(F)F.[CH2:56]([N:58]([CH2:61][CH3:62])[CH2:59][CH3:60])C.[C:63]([O:67]C(NC(C)(C)C(O)=O)=O)(C)(C)[CH3:64]. (4) Given the product [C:26]([C:19]1[O:22][C:2]2[C:1]([C:4]3[CH:9]=[C:8]([CH:10]([CH3:12])[CH3:11])[CH:7]=[C:6]([CH:6]([CH3:7])[CH3:5])[C:5]=3[O:16][CH2:17][CH3:18])=[CH:3][CH:9]=[CH:4][C:1]=2[CH:2]=1)(=[O:28])[CH3:27], predict the reactants needed to synthesize it. The reactants are: [CH:1]([C:4]1[C:5]([O:16][CH2:17][CH3:18])=[C:6](B(O)O)[CH:7]=[C:8]([CH:10]([CH3:12])[CH3:11])[CH:9]=1)([CH3:3])[CH3:2].[C:19](=[O:22])([O-])[O-].[Na+].[Na+].O.[CH2:26]([OH:28])[CH3:27].